The task is: Predict the reaction yield, written as a fraction of the theoretical maximum amount of product (1.0 means a 100% yield; for example, 0.34 means a 34% yield).. This data is from Reaction yield outcomes from USPTO patents with 853,638 reactions. (1) The reactants are [CH:1]1([C:4]#[CH:5])[CH2:3][CH2:2]1.Cl[C:7]([O:9][CH3:10])=[O:8]. The catalyst is C(OCC)C. The product is [CH3:10][O:9][C:7](=[O:8])[C:5]#[C:4][CH:1]1[CH2:3][CH2:2]1. The yield is 0.720. (2) The reactants are [CH3:1][CH:2]([CH3:25])[CH2:3][C@H:4]([N:8]1[CH2:12][C:11]([O:13][C:14]2[C:23]3[C:18](=[CH:19][CH:20]=[CH:21][CH:22]=3)[CH:17]=[CH:16][CH:15]=2)=[CH:10][C:9]1=[O:24])[C:5](O)=[O:6].C(N(CC)C(C)C)(C)C.F[P-](F)(F)(F)(F)F.N1(O[P+](N(C)C)(N(C)C)N(C)C)C2C=CC=CC=2N=N1.[CH3:62][C:63]1([CH3:75])[O:67][C@H:66]([CH2:68][N:69]2[CH:73]=[CH:72][C:71]([NH2:74])=[N:70]2)[CH2:65][O:64]1. The catalyst is CN(C)C=O.C(OCC)(=O)C. The product is [CH3:62][C:63]1([CH3:75])[O:67][C@H:66]([CH2:68][N:69]2[CH:73]=[CH:72][C:71]([NH:74][C:5](=[O:6])[C@@H:4]([N:8]3[CH2:12][C:11]([O:13][C:14]4[C:23]5[C:18](=[CH:19][CH:20]=[CH:21][CH:22]=5)[CH:17]=[CH:16][CH:15]=4)=[CH:10][C:9]3=[O:24])[CH2:3][CH:2]([CH3:25])[CH3:1])=[N:70]2)[CH2:65][O:64]1. The yield is 0.760. (3) The reactants are Cl[S:2]([N:5]=[C:6]=[O:7])(=[O:4])=[O:3].[CH3:8][O:9][C:10]1[CH:16]=[CH:15][C:13]([NH2:14])=[CH:12][CH:11]=1.[Cl-].[Al+3].[Cl-].[Cl-]. The catalyst is [N+](CC)([O-])=O. The product is [CH3:8][O:9][C:10]1[CH:16]=[CH:15][C:13]2[NH:14][C:6](=[O:7])[NH:5][S:2](=[O:4])(=[O:3])[C:12]=2[CH:11]=1. The yield is 0.790. (4) The reactants are C(OC([N:8]1[CH2:15][C@H:14]2[N:16](C(OC(C)(C)C)=O)[C@H:10]([CH2:11][C@@H:12]([C:39]3[CH:44]=[CH:43][C:42]([CH2:45][CH2:46][CH2:47][O:48][C:49]4[C:54]([F:55])=[CH:53][CH:52]=[C:51]([F:56])[C:50]=4[Cl:57])=[CH:41][CH:40]=3)[C@H:13]2[C:24](=[O:38])[N:25]([CH:35]2[CH2:37][CH2:36]2)[CH2:26][C:27]2[CH:32]=[CH:31][CH:30]=[C:29]([Cl:33])[C:28]=2[Cl:34])[CH2:9]1)=O)(C)(C)C.Cl. The catalyst is C(Cl)Cl. The product is [CH:35]1([N:25]([CH2:26][C:27]2[CH:32]=[CH:31][CH:30]=[C:29]([Cl:33])[C:28]=2[Cl:34])[C:24]([C@@H:13]2[C@H:12]([C:39]3[CH:44]=[CH:43][C:42]([CH2:45][CH2:46][CH2:47][O:48][C:49]4[C:54]([F:55])=[CH:53][CH:52]=[C:51]([F:56])[C:50]=4[Cl:57])=[CH:41][CH:40]=3)[CH2:11][C@H:10]3[NH:16][C@@H:14]2[CH2:15][NH:8][CH2:9]3)=[O:38])[CH2:37][CH2:36]1. The yield is 0.630.